This data is from Catalyst prediction with 721,799 reactions and 888 catalyst types from USPTO. The task is: Predict which catalyst facilitates the given reaction. (1) Reactant: [F:1][B-:2]([F:5])([F:4])[F:3].[Na+].COS([O-])(=O)=O.[CH3:13][S+:14]([CH3:31])[C:15]1[CH:20]=[CH:19][C:18]([C:21](=[O:30])[C:22]([NH+:25]([CH2:28][CH3:29])[CH2:26][CH3:27])([CH3:24])[CH3:23])=[CH:17][CH:16]=1.COS([O-])(=O)=O.C(=O)([O-])[O-].[Na+].[Na+]. Product: [F:1][B-:2]([F:5])([F:4])[F:3].[CH2:28]([N:25]([CH2:26][CH3:27])[C:22]([CH3:24])([CH3:23])[C:21]([C:18]1[CH:17]=[CH:16][C:15]([S+:14]([CH3:31])[CH3:13])=[CH:20][CH:19]=1)=[O:30])[CH3:29]. The catalyst class is: 6. (2) Reactant: [CH3:1][O:2][C:3](=[O:19])[CH:4]([NH2:18])[CH2:5][C:6]1[CH:7]=[C:8]2[C:12](=[C:13]([CH2:15][CH3:16])[CH:14]=1)[NH:11][N:10]=[C:9]2[CH3:17].[C:20](C1NC=CN=1)(C1NC=CN=1)=[O:21].[NH:32]1[CH2:37][CH2:36][CH:35]([N:38]2[CH2:47][C:46]3[C:41](=[CH:42][CH:43]=[CH:44][CH:45]=3)[NH:40][C:39]2=[O:48])[CH2:34][CH2:33]1. Product: [CH3:1][O:2][C:3](=[O:19])[CH:4]([NH:18][C:20]([N:32]1[CH2:33][CH2:34][CH:35]([N:38]2[CH2:47][C:46]3[C:41](=[CH:42][CH:43]=[CH:44][CH:45]=3)[NH:40][C:39]2=[O:48])[CH2:36][CH2:37]1)=[O:21])[CH2:5][C:6]1[CH:7]=[C:8]2[C:12](=[C:13]([CH2:15][CH3:16])[CH:14]=1)[NH:11][N:10]=[C:9]2[CH3:17]. The catalyst class is: 7. (3) Reactant: Br[C:2]1[CH:3]=[CH:4][C:5]([C:8]([OH:10])=[O:9])=[N:6][CH:7]=1.[CH3:11][NH:12][CH3:13]. Product: [CH3:11][N:12]([CH3:13])[C:2]1[CH:3]=[CH:4][C:5]([C:8]([OH:10])=[O:9])=[N:6][CH:7]=1. The catalyst class is: 6. (4) Reactant: [O:1]1[CH2:6][CH2:5][N:4]([CH2:7][CH2:8][O:9][C:10]2[CH:15]=[CH:14][C:13]([C:16]3[CH:17]=[CH:18][C:19]([CH2:22][C:23]([NH:25]CC4C=CC=CC=4)=O)=[N:20][CH:21]=3)=[CH:12][CH:11]=2)[CH2:3][CH2:2]1.N1CCOCC1. Product: [O:1]1[CH2:6][CH2:5][N:4]([CH2:7][CH2:8][O:9][C:10]2[CH:11]=[CH:12][C:13]([C:16]3[CH:17]=[CH:18][C:19]([CH2:22][C:23]#[N:25])=[N:20][CH:21]=3)=[CH:14][CH:15]=2)[CH2:3][CH2:2]1. The catalyst class is: 10.